This data is from Forward reaction prediction with 1.9M reactions from USPTO patents (1976-2016). The task is: Predict the product of the given reaction. Given the reactants C1(C(=O)C[CH:8]([CH2:12][S:13]([CH2:16][C:17]2[CH:22]=[CH:21][CH:20]=[CH:19][CH:18]=2)(=[O:15])=[O:14])[C:9]([OH:11])=O)CCCC1.Cl.[NH2:25][CH:26]([CH2:36][CH2:37][CH3:38])[CH:27]([C:29]1[O:30][C:31]([CH2:34][CH3:35])=[N:32][N:33]=1)[OH:28].[CH:39]1[CH:40]=CC2N(O)N=[N:45][C:43]=2[CH:44]=1.C(Cl)CCl.CN1CC[O:57][CH2:56]C1.[CH3:60]C(OI1(OC(C)=O)(OC(C)=O)OC(=O)C2C=CC=CC1=2)=O.[O-]S([O-])(=S)=O.[Na+].[Na+].C([O-])(O)=O.[Na+], predict the reaction product. The product is: [CH2:34]([C:31]1[O:30][C:29]([C:27]([CH:26]([NH:25][C:56](=[O:57])[C:12]([CH3:60])([S:13]([CH2:16][C:17]2[CH:18]=[CH:19][CH:20]=[CH:21][CH:22]=2)(=[O:14])=[O:15])[CH2:8][C:9](=[O:11])[N:45]2[CH2:40][CH2:39][CH2:44][CH2:43]2)[CH2:36][CH2:37][CH3:38])=[O:28])=[N:33][N:32]=1)[CH3:35].